Dataset: Reaction yield outcomes from USPTO patents with 853,638 reactions. Task: Predict the reaction yield, written as a fraction of the theoretical maximum amount of product (1.0 means a 100% yield; for example, 0.34 means a 34% yield). (1) The reactants are C[O:2][C:3]([C:5]1[CH:9]=[C:8]([O:10][CH2:11][CH:12]2[CH2:14][CH2:13]2)[N:7]([C:15]2[CH:20]=[CH:19][CH:18]=[CH:17][C:16]=2[F:21])[N:6]=1)=[O:4].[OH-].[Na+]. The catalyst is CO. The product is [CH:12]1([CH2:11][O:10][C:8]2[N:7]([C:15]3[CH:20]=[CH:19][CH:18]=[CH:17][C:16]=3[F:21])[N:6]=[C:5]([C:3]([OH:4])=[O:2])[CH:9]=2)[CH2:13][CH2:14]1. The yield is 0.580. (2) The reactants are [Cl:1][C:2]1[CH:3]=[CH:4][C:5]([F:11])=[C:6]([C:8](=O)[CH3:9])[CH:7]=1.[O:12]1[CH2:17][CH2:16][N:15]([S:18]([C:21]2[CH:22]=[C:23]([CH:28]=[CH:29][CH:30]=2)[C:24]([NH:26][NH2:27])=[O:25])(=[O:20])=[O:19])[CH2:14][CH2:13]1. The catalyst is CO.C(O)(=O)C. The product is [Cl:1][C:2]1[CH:3]=[CH:4][C:5]([F:11])=[C:6](/[C:8](=[N:27]/[NH:26][C:24](=[O:25])[C:23]2[CH:28]=[CH:29][CH:30]=[C:21]([S:18]([N:15]3[CH2:16][CH2:17][O:12][CH2:13][CH2:14]3)(=[O:19])=[O:20])[CH:22]=2)/[CH3:9])[CH:7]=1. The yield is 0.192. (3) The reactants are Br[C:2]1[C:7]2=[CH:8][N:9]([C:11]3[C:18]([F:19])=[CH:17][CH:16]=[CH:15][C:12]=3[C:13]#[N:14])[N:10]=[C:6]2[C:5]([F:20])=[CH:4][N:3]=1.[NH2:21][C:22]1[CH:27]=[C:26]([CH3:28])[N:25]=[CH:24][N:23]=1.CC1(C)C2C(=C(P(C3C=CC=CC=3)C3C=CC=CC=3)C=CC=2)OC2C(P(C3C=CC=CC=3)C3C=CC=CC=3)=CC=CC1=2.C(=O)([O-])[O-].[Cs+].[Cs+]. The catalyst is O1CCOCC1.C1C=CC(/C=C/C(/C=C/C2C=CC=CC=2)=O)=CC=1.C1C=CC(/C=C/C(/C=C/C2C=CC=CC=2)=O)=CC=1.C1C=CC(/C=C/C(/C=C/C2C=CC=CC=2)=O)=CC=1.[Pd].[Pd]. The product is [F:19][C:18]1[C:11]([N:9]2[CH:8]=[C:7]3[C:2]([NH:21][C:22]4[CH:27]=[C:26]([CH3:28])[N:25]=[CH:24][N:23]=4)=[N:3][CH:4]=[C:5]([F:20])[C:6]3=[N:10]2)=[C:12]([CH:15]=[CH:16][CH:17]=1)[C:13]#[N:14]. The yield is 0.510. (4) The yield is 0.300. The reactants are C([O:3][C:4]([C:6]1[CH:7]=[C:8]2[C:13](=[CH:14][CH:15]=1)[NH:12][CH:11]([C:16]1[CH:21]=[CH:20][CH:19]=[C:18]([NH:22][C:23]([C:26](=[O:31])[NH:27][CH:28]([CH3:30])[CH3:29])([CH3:25])[CH3:24])[CH:17]=1)[C:10]([CH3:33])([CH3:32])[CH2:9]2)=[O:5])C.Cl. The catalyst is CO.O1CCCC1.[OH-].[Na+].O. The product is [CH:28]([NH:27][C:26]([C:23]([NH:22][C:18]1[CH:17]=[C:16]([CH:11]2[C:10]([CH3:33])([CH3:32])[CH2:9][C:8]3[C:13](=[CH:14][CH:15]=[C:6]([C:4]([OH:5])=[O:3])[CH:7]=3)[NH:12]2)[CH:21]=[CH:20][CH:19]=1)([CH3:25])[CH3:24])=[O:31])([CH3:30])[CH3:29]. (5) The reactants are [CH2:1]([O:3][C:4]1[CH:5]=[C:6]([N:10]2[CH2:18][CH2:17][C:12]3([NH:16][CH2:15][CH2:14][CH2:13]3)[CH2:11]2)[CH:7]=[N:8][CH:9]=1)[CH3:2].C=O.[C:21](=O)(O)[O-].[Na+]. The catalyst is C(O)=O. The product is [CH3:21][N:16]1[C:12]2([CH2:17][CH2:18][N:10]([C:6]3[CH:7]=[N:8][CH:9]=[C:4]([O:3][CH2:1][CH3:2])[CH:5]=3)[CH2:11]2)[CH2:13][CH2:14][CH2:15]1. The yield is 0.893. (6) The reactants are [CH:1]1([NH:4][C:5](=[O:18])[C:6]2[CH:11]=[CH:10][CH:9]=[C:8]([C:12]3[CH2:13][CH2:14][NH:15][CH2:16][CH:17]=3)[N:7]=2)[CH2:3][CH2:2]1.[F:19][C:20]([F:29])([F:28])[C:21]1[CH:25]=[C:24]([CH:26]=O)[O:23][N:22]=1.C(O)(=O)C.C(O[BH-](OC(=O)C)OC(=O)C)(=O)C.[Na+].[ClH:48]. The catalyst is O1CCCC1.C(OCC)(=O)C. The product is [ClH:48].[CH:1]1([NH:4][C:5](=[O:18])[C:6]2[CH:11]=[CH:10][CH:9]=[C:8]([C:12]3[CH2:13][CH2:14][N:15]([CH2:26][C:24]4[O:23][N:22]=[C:21]([C:20]([F:29])([F:28])[F:19])[CH:25]=4)[CH2:16][CH:17]=3)[N:7]=2)[CH2:3][CH2:2]1. The yield is 0.140. (7) The reactants are Cl.[CH3:2][C:3]1[C:7]([CH2:8][N:9]2[CH:13]=[C:12]([NH2:14])[CH:11]=[N:10]2)=[C:6]([CH3:15])[O:5][N:4]=1.[N:16]([C:19]1[CH:28]=[CH:27][CH:26]=[CH:25][C:20]=1[C:21](OC)=[O:22])=[C:17]=[O:18].C(N(CC)CC)C. The catalyst is C(#N)C.O. The product is [CH3:2][C:3]1[C:7]([CH2:8][N:9]2[CH:13]=[C:12]([N:14]3[C:21](=[O:22])[C:20]4[C:19](=[CH:28][CH:27]=[CH:26][CH:25]=4)[NH:16][C:17]3=[O:18])[CH:11]=[N:10]2)=[C:6]([CH3:15])[O:5][N:4]=1. The yield is 0.180.